Dataset: Catalyst prediction with 721,799 reactions and 888 catalyst types from USPTO. Task: Predict which catalyst facilitates the given reaction. Reactant: [Cl:1][C:2]1[N:10]=[C:9]2[C:5]([N:6]=[C:7]([CH:13]=[O:14])[N:8]2[CH2:11][CH3:12])=[C:4]([N:15]2[CH2:20][CH2:19][O:18][CH2:17][CH2:16]2)[N:3]=1.[BH4-].[Na+]. Product: [Cl:1][C:2]1[N:10]=[C:9]2[C:5]([N:6]=[C:7]([CH2:13][OH:14])[N:8]2[CH2:11][CH3:12])=[C:4]([N:15]2[CH2:20][CH2:19][O:18][CH2:17][CH2:16]2)[N:3]=1. The catalyst class is: 5.